This data is from Full USPTO retrosynthesis dataset with 1.9M reactions from patents (1976-2016). The task is: Predict the reactants needed to synthesize the given product. (1) Given the product [CH3:9][O:8][C:5]1[CH:4]=[C:3]2[C:2](=[CH:7][CH:6]=1)[O:1][C:19]([CH3:20])=[C:11]([C:12]1[CH:17]=[CH:16][CH:15]=[CH:14][CH:13]=1)[C:10]2=[O:18], predict the reactants needed to synthesize it. The reactants are: [OH:1][C:2]1[CH:7]=[CH:6][C:5]([O:8][CH3:9])=[CH:4][C:3]=1[C:10](=[O:18])[CH2:11][C:12]1[CH:17]=[CH:16][CH:15]=[CH:14][CH:13]=1.[C:19]([O-])(=O)[CH3:20].[Na+]. (2) Given the product [C:1]1([S:7]([C:10]2[C:18]3[C:13](=[CH:14][CH:15]=[CH:16][C:17]=3[CH2:19][CH2:20][CH2:21][Cl:38])[NH:12][CH:11]=2)(=[O:9])=[O:8])[CH:6]=[CH:5][CH:4]=[CH:3][CH:2]=1, predict the reactants needed to synthesize it. The reactants are: [C:1]1([S:7]([C:10]2[C:18]3[C:13](=[CH:14][CH:15]=[CH:16][C:17]=3[CH2:19][CH2:20][CH2:21]O)[NH:12][CH:11]=2)(=[O:9])=[O:8])[CH:6]=[CH:5][CH:4]=[CH:3][CH:2]=1.N1C=CC=CC=1.C1(C)C=CC(S([Cl:38])(=O)=O)=CC=1. (3) The reactants are: [CH3:1][C:2]1[CH:6]=[CH:5][S:4][C:3]=1[CH2:7][N:8]1[C:13]2[CH:14]=[C:15]([C:17]3[CH:22]=[CH:21][CH:20]=[CH:19][CH:18]=3)[S:16][C:12]=2[C:11](=[O:23])[N:10]([CH:24]2[CH2:29][CH2:28][N:27](C(OC(C)(C)C)=O)[CH2:26][CH2:25]2)[C:9]1=[O:37].[ClH:38]. Given the product [ClH:38].[CH3:1][C:2]1[CH:6]=[CH:5][S:4][C:3]=1[CH2:7][N:8]1[C:13]2[CH:14]=[C:15]([C:17]3[CH:18]=[CH:19][CH:20]=[CH:21][CH:22]=3)[S:16][C:12]=2[C:11](=[O:23])[N:10]([CH:24]2[CH2:25][CH2:26][NH:27][CH2:28][CH2:29]2)[C:9]1=[O:37], predict the reactants needed to synthesize it. (4) The reactants are: [Cl:1][C:2]1[CH:7]=[C:6]([C:8]([F:11])([F:10])[F:9])[CH:5]=[CH:4][C:3]=1B(O)O.C(=O)([O-])[O-].[K+].[K+].Cl[C:22]1[C:31]2[C:26](=[CH:27][C:28]([S:32]([N:35](CC3C=CC(OC)=CC=3OC)[C:36]3[S:40][N:39]=[CH:38][N:37]=3)(=[O:34])=[O:33])=[CH:29][CH:30]=2)[CH:25]=[CH:24][N:23]=1.O1CCOCC1. Given the product [Cl:1][C:2]1[CH:7]=[C:6]([C:8]([F:11])([F:10])[F:9])[CH:5]=[CH:4][C:3]=1[C:22]1[C:31]2[C:26](=[CH:27][C:28]([S:32]([NH:35][C:36]3[S:40][N:39]=[CH:38][N:37]=3)(=[O:34])=[O:33])=[CH:29][CH:30]=2)[CH:25]=[CH:24][N:23]=1, predict the reactants needed to synthesize it. (5) Given the product [C:1]([C:5]1[O:9][N:8]=[C:7]([NH:10][C:11]([NH:13][C:14]2[CH:19]=[CH:18][CH:17]=[C:16]([S:20]([C:21]3[C:30]4[C:25](=[CH:26][C:27]([O:33][CH3:34])=[C:28]([O:31][CH3:32])[CH:29]=4)[N:24]=[CH:23][N:22]=3)=[O:40])[CH:15]=2)=[O:12])[CH:6]=1)([CH3:4])([CH3:2])[CH3:3], predict the reactants needed to synthesize it. The reactants are: [C:1]([C:5]1[O:9][N:8]=[C:7]([NH:10][C:11]([NH:13][C:14]2[CH:19]=[CH:18][CH:17]=[C:16]([S:20][C:21]3[C:30]4[C:25](=[CH:26][C:27]([O:33][CH3:34])=[C:28]([O:31][CH3:32])[CH:29]=4)[N:24]=[CH:23][N:22]=3)[CH:15]=2)=[O:12])[CH:6]=1)([CH3:4])([CH3:3])[CH3:2].ClC1C=C(C=CC=1)C(OO)=[O:40].